Dataset: NCI-60 drug combinations with 297,098 pairs across 59 cell lines. Task: Regression. Given two drug SMILES strings and cell line genomic features, predict the synergy score measuring deviation from expected non-interaction effect. Drug 1: C1=NC2=C(N=C(N=C2N1C3C(C(C(O3)CO)O)O)F)N. Drug 2: CCC1(C2=C(COC1=O)C(=O)N3CC4=CC5=C(C=CC(=C5CN(C)C)O)N=C4C3=C2)O.Cl. Cell line: SF-539. Synergy scores: CSS=33.6, Synergy_ZIP=0.496, Synergy_Bliss=-0.772, Synergy_Loewe=-57.2, Synergy_HSA=-2.04.